Dataset: Forward reaction prediction with 1.9M reactions from USPTO patents (1976-2016). Task: Predict the product of the given reaction. (1) The product is: [CH3:19][C:18]([CH3:21])([CH3:20])[CH2:17][N:12]1[C:11]2[CH:22]=[CH:23][C:8]([C:24]3[CH:29]=[CH:28][CH:27]=[CH:26][CH:25]=3)=[CH:9][C:10]=2[N:14]([CH3:15])[C:13]1=[O:16]. Given the reactants C(=O)([O-])[O-].[Cs+].[Cs+].Br[C:8]1[CH:23]=[CH:22][C:11]2[N:12]([CH2:17][C:18]([CH3:21])([CH3:20])[CH3:19])[C:13](=[O:16])[N:14]([CH3:15])[C:10]=2[CH:9]=1.[C:24]1(B(O)O)[CH:29]=[CH:28][CH:27]=[CH:26][CH:25]=1, predict the reaction product. (2) Given the reactants C([O:3][C:4]([C:6]12[CH2:24][CH:23]1[CH:22]=[CH:21][CH2:20][CH2:19][CH2:18][CH2:17][CH2:16][N:15]([CH2:25][C:26]1[CH:31]=[CH:30][C:29]([O:32][CH3:33])=[CH:28][CH:27]=1)[C:14](=[O:34])[N:13]1[CH:9]([CH2:10][CH:11]([O:35][C:36]3[CH:41]=[C:40]([C:42]4[CH:47]=[CH:46][CH:45]=[CH:44][CH:43]=4)[N:39]=[C:38]([O:48][CH3:49])[N:37]=3)[CH2:12]1)[C:8](=[O:50])[NH:7]2)=[O:5])C.CO.[Li+].[OH-].C(O)(=O)CC(CC(O)=O)(C(O)=O)O, predict the reaction product. The product is: [CH3:33][O:32][C:29]1[CH:30]=[CH:31][C:26]([CH2:25][N:15]2[C:14](=[O:34])[N:13]3[CH:9]([CH2:10][CH:11]([O:35][C:36]4[CH:41]=[C:40]([C:42]5[CH:47]=[CH:46][CH:45]=[CH:44][CH:43]=5)[N:39]=[C:38]([O:48][CH3:49])[N:37]=4)[CH2:12]3)[C:8](=[O:50])[NH:7][C:6]3([C:4]([OH:5])=[O:3])[CH:23]([CH2:24]3)[CH:22]=[CH:21][CH2:20][CH2:19][CH2:18][CH2:17][CH2:16]2)=[CH:27][CH:28]=1. (3) Given the reactants [OH-].[Na+].[CH3:3][C:4]1[C:12]2[C:7](=[CH:8][CH:9]=[C:10]([C:13]([O:15]C)=[O:14])[CH:11]=2)[NH:6][N:5]=1, predict the reaction product. The product is: [CH3:3][C:4]1[C:12]2[C:7](=[CH:8][CH:9]=[C:10]([C:13]([OH:15])=[O:14])[CH:11]=2)[NH:6][N:5]=1. (4) Given the reactants [CH2:1]([O:3][C:4](=[O:13])[C:5]1[C:10]([NH2:11])=[C:9]([NH2:12])[CH:8]=[N:7][CH:6]=1)[CH3:2].[F:14][C:15]1[CH:22]=[CH:21][C:18]([CH:19]=O)=[C:17]([C:23]([F:26])([F:25])[F:24])[CH:16]=1, predict the reaction product. The product is: [CH2:1]([O:3][C:4]([C:5]1[C:10]2[N:11]=[C:19]([C:18]3[CH:21]=[CH:22][C:15]([F:14])=[CH:16][C:17]=3[C:23]([F:25])([F:24])[F:26])[NH:12][C:9]=2[CH:8]=[N:7][CH:6]=1)=[O:13])[CH3:2]. (5) The product is: [NH2:10][CH2:9][CH:8]([NH:13][S:14]([CH3:17])(=[O:16])=[O:15])[C:3]1[CH:4]=[CH:5][CH:6]=[CH:7][C:2]=1[Cl:1]. Given the reactants [Cl:1][C:2]1[CH:7]=[CH:6][CH:5]=[CH:4][C:3]=1[CH:8]([NH:13][S:14]([CH3:17])(=[O:16])=[O:15])[CH2:9][N+:10]([O-])=O, predict the reaction product. (6) Given the reactants C([N-]C(C)C)(C)C.[Li+].C(C1C=CC=CC=1)C.C1COCC1.[CH3:22][Si:23]([CH3:40])([CH3:39])[CH2:24][CH2:25][O:26][CH2:27][N:28]1[CH:32]=[C:31]([C:33]2[CH:38]=[CH:37][CH:36]=[CH:35][N:34]=2)[N:30]=[CH:29]1.[Cl:41][C:42]1[CH:59]=[CH:58][C:45]([CH2:46][N:47]2[C:55]3[C:50](=[CH:51][CH:52]=[CH:53][CH:54]=3)[C:49]([CH:56]=[O:57])=[CH:48]2)=[CH:44][CH:43]=1, predict the reaction product. The product is: [Cl:41][C:42]1[CH:43]=[CH:44][C:45]([CH2:46][N:47]2[C:55]3[C:50](=[CH:51][CH:52]=[CH:53][CH:54]=3)[C:49]([CH:56]([C:29]3[N:28]([CH2:27][O:26][CH2:25][CH2:24][Si:23]([CH3:40])([CH3:39])[CH3:22])[CH:32]=[C:31]([C:33]4[CH:38]=[CH:37][CH:36]=[CH:35][N:34]=4)[N:30]=3)[OH:57])=[CH:48]2)=[CH:58][CH:59]=1. (7) Given the reactants [NH2:1][C:2]1[C:11]2[C:6](=[C:7](Br)[CH:8]=[CH:9][CH:10]=2)[N:5]=[N:4][C:3]=1[C:13]([NH:15][CH2:16][CH2:17][CH3:18])=[O:14].[NH:19]1[C:27]2[C:22](=[CH:23][C:24](B(O)O)=[CH:25][CH:26]=2)[CH:21]=[CH:20]1, predict the reaction product. The product is: [NH2:1][C:2]1[C:11]2[C:6](=[C:7]([C:24]3[CH:23]=[C:22]4[C:27](=[CH:26][CH:25]=3)[NH:19][CH:20]=[CH:21]4)[CH:8]=[CH:9][CH:10]=2)[N:5]=[N:4][C:3]=1[C:13]([NH:15][CH2:16][CH2:17][CH3:18])=[O:14]. (8) The product is: [CH3:1][O:2][C:3]1[C:4]([CH2:12][N:13]([CH3:14])[CH3:15])=[C:5]2[C:9](=[CH:10][CH:11]=1)[N:8]([S:30]([C:28]1[S:29][C:25]3[CH:24]=[CH:23][C:22]([CH3:21])=[CH:34][C:26]=3[CH:27]=1)(=[O:31])=[O:32])[CH:7]=[CH:6]2. Given the reactants [CH3:1][O:2][C:3]1[C:4]([CH2:12][N:13]([CH3:15])[CH3:14])=[C:5]2[C:9](=[CH:10][CH:11]=1)[NH:8][CH:7]=[CH:6]2.CN(C=O)C.[CH3:21][C:22]1[CH:23]=[CH:24][C:25]2[S:29][C:28]([S:30](Cl)(=[O:32])=[O:31])=[CH:27][C:26]=2[CH:34]=1, predict the reaction product.